From a dataset of Reaction yield outcomes from USPTO patents with 853,638 reactions. Predict the reaction yield, written as a fraction of the theoretical maximum amount of product (1.0 means a 100% yield; for example, 0.34 means a 34% yield). The reactants are [Cl:1][C-:2]1[CH:6]=[CH:5][CH:4]=[CH:3]1.[C-:7]1([CH:12]=[O:13])[CH:11]=[CH:10][CH:9]=[CH:8]1.[Fe+2:14].[BH4-].[Na+].[C-:17]1([CH2:22][OH:23])C=CC=[CH:18]1.[CH-]1C=CC=C1.[Fe+2]. The catalyst is C(O)C.C1COCC1.C(O)CCO.[O-]S(C(F)(F)F)(=O)=O.[Yb+3].[O-]S(C(F)(F)F)(=O)=O.[O-]S(C(F)(F)F)(=O)=O. The product is [Cl:1][C-:2]1[CH:6]=[CH:5][CH:4]=[CH:3]1.[C-:7]1([CH2:12][O:13][CH2:18][CH2:17][CH2:22][OH:23])[CH:11]=[CH:10][CH:9]=[CH:8]1.[Fe+2:14]. The yield is 0.570.